From a dataset of Catalyst prediction with 721,799 reactions and 888 catalyst types from USPTO. Predict which catalyst facilitates the given reaction. Reactant: N[C:2]1[CH:7]=[CH:6][C:5]([N:8]2[C:12](=[O:13])[C:11]3[CH:14]=[C:15]([Cl:18])[CH:16]=[CH:17][C:10]=3[C:9]2=[O:19])=[C:4](C)[CH:3]=1.[C:21](Cl)(Cl)=[S:22]. Product: [N-:8]=[C:12]=[S:22].[Cl:18][C:15]1[CH:16]=[CH:17][C:10]2[C:9](=[O:19])[N:8]([C:5]3[CH:4]=[CH:3][CH:2]=[C:7]([CH3:21])[CH:6]=3)[C:12](=[O:13])[C:11]=2[CH:14]=1. The catalyst class is: 21.